Dataset: Forward reaction prediction with 1.9M reactions from USPTO patents (1976-2016). Task: Predict the product of the given reaction. (1) Given the reactants [NH2:1][C:2]1[CH:3]=[C:4]([N:10]2[CH2:15][CH2:14][NH:13][C:12]([CH3:17])([CH3:16])[C:11]2=[O:18])[CH:5]=[CH:6][C:7]=1[O:8][CH3:9].[Br:19][C:20]1[CH:25]=[CH:24][C:23]([S:26](Cl)(=[O:28])=[O:27])=[CH:22][C:21]=1[F:30].BrC1C=CC(S(NC2C=C([N+]([O-])=O)C=CC=2OC)(=O)=O)=CC=1F, predict the reaction product. The product is: [Br:19][C:20]1[CH:25]=[CH:24][C:23]([S:26]([NH:1][C:2]2[CH:3]=[C:4]([N:10]3[CH2:15][CH2:14][NH:13][C:12]([CH3:16])([CH3:17])[C:11]3=[O:18])[CH:5]=[CH:6][C:7]=2[O:8][CH3:9])(=[O:28])=[O:27])=[CH:22][C:21]=1[F:30]. (2) Given the reactants [CH3:1][Mg]Cl.CON(C)[C:7](=[O:16])[CH2:8][C:9]1[CH:14]=[CH:13][CH:12]=[CH:11][C:10]=1[CH3:15], predict the reaction product. The product is: [C:10]1([CH3:15])[CH:11]=[CH:12][CH:13]=[CH:14][C:9]=1[CH2:8][C:7](=[O:16])[CH3:1]. (3) Given the reactants [NH2:1][C:2]1[C:7]2[C:8]([C:11]3[CH:16]=[CH:15][C:14]([NH:17][C:18]([C:20]4[N:21]([CH3:29])[C:22]5[C:27]([CH:28]=4)=[CH:26][CH:25]=[CH:24][CH:23]=5)=[O:19])=[C:13]([O:30][CH3:31])[CH:12]=3)=[CH:9][S:10][C:6]=2[C:5](/[CH:32]=[CH:33]/[CH2:34][OH:35])=[CH:4][N:3]=1.CO.[BH4-].[Na+].C(=O)([O-])[O-].[Na+].[Na+], predict the reaction product. The product is: [NH2:1][C:2]1[C:7]2[C:8]([C:11]3[CH:16]=[CH:15][C:14]([NH:17][C:18]([C:20]4[N:21]([CH3:29])[C:22]5[C:27]([CH:28]=4)=[CH:26][CH:25]=[CH:24][CH:23]=5)=[O:19])=[C:13]([O:30][CH3:31])[CH:12]=3)=[CH:9][S:10][C:6]=2[C:5]([CH2:32][CH2:33][CH2:34][OH:35])=[CH:4][N:3]=1. (4) Given the reactants [NH2:1][C:2]1[CH:15]=[CH:14][CH:13]=[CH:12][C:3]=1[C:4]([C:6]1[CH:11]=[CH:10][CH:9]=[CH:8][CH:7]=1)=[O:5].[Cl:16][C:17]1[CH:18]=[C:19]([S:24](Cl)(=[O:26])=[O:25])[CH:20]=[CH:21][C:22]=1[Cl:23], predict the reaction product. The product is: [C:4]([C:3]1[CH:12]=[CH:13][CH:14]=[CH:15][C:2]=1[NH:1][S:24]([C:19]1[CH:20]=[CH:21][C:22]([Cl:23])=[C:17]([Cl:16])[CH:18]=1)(=[O:26])=[O:25])(=[O:5])[C:6]1[CH:11]=[CH:10][CH:9]=[CH:8][CH:7]=1. (5) Given the reactants [N:1]1([CH2:7][CH2:8][N:9]2[C:13]3[CH:14]=[CH:15][CH:16]=[CH:17][C:12]=3[NH:11][C:10]2=[O:18])[CH2:6][CH2:5][O:4][CH2:3][CH2:2]1.C(N(CC)CC)C.[Cl:26][C:27](OC1C=CC([N+]([O-])=O)=CC=1)=[O:28].Cl.[NH2:40][C@H:41]([C:46]([NH2:48])=[O:47])[C@H:42]([CH2:44][CH3:45])[CH3:43], predict the reaction product. The product is: [ClH:26].[NH2:48][C:46]([C@@H:41]([NH:40][C:27]([N:11]1[C:12]2[CH:17]=[CH:16][CH:15]=[CH:14][C:13]=2[N:9]([CH2:8][CH2:7][N:1]2[CH2:6][CH2:5][O:4][CH2:3][CH2:2]2)[C:10]1=[O:18])=[O:28])[C@@H:42]([CH3:43])[CH2:44][CH3:45])=[O:47]. (6) Given the reactants [Cl:1][C:2]1[N:7]=[C:6]([Cl:8])[CH:5]=[C:4](Cl)[N:3]=1.[CH2:10]([NH2:13])[CH2:11][CH3:12], predict the reaction product. The product is: [Cl:1][C:2]1[N:3]=[C:4]([NH:13][CH2:10][CH2:11][CH3:12])[CH:5]=[C:6]([Cl:8])[N:7]=1. (7) Given the reactants [CH3:1][C:2]1[CH:3]=[C:4]([N:8]([C:51]2[CH:56]=[CH:55][CH:54]=[C:53]([CH3:57])[CH:52]=2)[C:9]2[CH:21]=[CH:20][C:19]3[C:18]4[C:13](=[CH:14][C:15]([N:22]([C:30]5[CH:35]=[CH:34][CH:33]=[C:32]([CH3:36])[CH:31]=5)[C:23]5[CH:28]=[CH:27][CH:26]=[C:25]([CH3:29])[CH:24]=5)=[CH:16][CH:17]=4)[C:12]4([C:48]5[CH:47]=[C:46](Br)[CH:45]=[CH:44][C:43]=5[C:42]5[C:37]4=[CH:38][C:39](Br)=[CH:40][CH:41]=5)[C:11]=3[CH:10]=2)[CH:5]=[CH:6][CH:7]=1.[C:58]1(B(O)O)[CH:63]=[CH:62][CH:61]=[CH:60][CH:59]=1.P([O-])([O-])([O-])=O.[K+].[K+].[K+].[C:75]1(C)[CH:80]=[CH:79][CH:78]=[CH:77][C:76]=1P(C1C=CC=CC=1C)C1C=CC=CC=1C, predict the reaction product. The product is: [CH3:1][C:2]1[CH:3]=[C:4]([N:8]([C:51]2[CH:56]=[CH:55][CH:54]=[C:53]([CH3:57])[CH:52]=2)[C:9]2[CH:21]=[CH:20][C:19]3[C:18]4[C:13](=[CH:14][C:15]([N:22]([C:30]5[CH:35]=[CH:34][CH:33]=[C:32]([CH3:36])[CH:31]=5)[C:23]5[CH:28]=[CH:27][CH:26]=[C:25]([CH3:29])[CH:24]=5)=[CH:16][CH:17]=4)[C:12]4([C:48]5[CH:47]=[C:46]([C:58]6[CH:63]=[CH:62][CH:61]=[CH:60][CH:59]=6)[CH:45]=[CH:44][C:43]=5[C:42]5[C:37]4=[CH:38][C:39]([C:75]4[CH:80]=[CH:79][CH:78]=[CH:77][CH:76]=4)=[CH:40][CH:41]=5)[C:11]=3[CH:10]=2)[CH:5]=[CH:6][CH:7]=1. (8) Given the reactants [Cl:1][C:2]1[N:7]=[C:6]([N:8]([CH3:29])[C:9]2[CH:28]=[CH:27][C:12]3[N:13]([CH3:26])[C:14]([NH:16][CH2:17][C:18]4[CH:23]=[CH:22][C:21]([O:24][CH3:25])=[CH:20][CH:19]=4)=[N:15][C:11]=3[CH:10]=2)[CH:5]=[CH:4][N:3]=1.[CH3:30][S:31]([CH:34]([C:36]1[CH:41]=[CH:40][C:39]([NH2:42])=[CH:38][CH:37]=1)[CH3:35])(=[O:33])=[O:32], predict the reaction product. The product is: [ClH:1].[CH3:30][S:31]([CH:34]([C:36]1[CH:37]=[CH:38][C:39]([NH:42][C:2]2[N:7]=[C:6]([N:8]([CH3:29])[C:9]3[CH:28]=[CH:27][C:12]4[N:13]([CH3:26])[C:14]([NH:16][CH2:17][C:18]5[CH:19]=[CH:20][C:21]([O:24][CH3:25])=[CH:22][CH:23]=5)=[N:15][C:11]=4[CH:10]=3)[CH:5]=[CH:4][N:3]=2)=[CH:40][CH:41]=1)[CH3:35])(=[O:32])=[O:33]. (9) Given the reactants [C:1]([C:3]1([C:6]2([C:14]([NH2:16])=[O:15])[CH2:11][CH2:10][CH2:9][CH2:8][CH:7]2[CH2:12]O)[CH2:5][CH2:4]1)#[N:2].C1(P(C2C=CC=CC=2)C2C=CC=CC=2)C=CC=CC=1.[Br:36]N1C(=O)CCC1=O, predict the reaction product. The product is: [C:1]([C:3]1([C:6]2([C:14]([NH2:16])=[O:15])[CH2:11][CH2:10][CH2:9][CH2:8][CH:7]2[CH2:12][Br:36])[CH2:5][CH2:4]1)#[N:2].